From a dataset of Catalyst prediction with 721,799 reactions and 888 catalyst types from USPTO. Predict which catalyst facilitates the given reaction. (1) Reactant: [Si:1]([O:8][C@@H:9]1[C@@:37]2([CH3:38])[C:13](=[CH:14][CH:15]=[C:16]3[C@@H:36]2[CH2:35][CH2:34][C@@:33]2([CH3:39])[C@H:17]3[CH2:18][CH:19]=[C:20]2[C@@H:21]([S:23][C:24](OC2C=CC=CC=2)=O)[CH3:22])[CH2:12][C@@H:11]([OH:40])[CH2:10]1)([C:4]([CH3:7])([CH3:6])[CH3:5])([CH3:3])[CH3:2].BrC/[CH:43]=[CH:44]\[C:45]([CH2:56][CH3:57])([O:48][Si:49]([CH2:54][CH3:55])([CH2:52][CH3:53])[CH2:50][CH3:51])[CH2:46][CH3:47].O1CCCC1.[OH-].[K+]. Product: [Si:1]([O:8][C@@H:9]1[C@@:37]2([CH3:38])[C:13](=[CH:14][CH:15]=[C:16]3[C@@H:36]2[CH2:35][CH2:34][C@@:33]2([CH3:39])[C@H:17]3[CH2:18][CH:19]=[C:20]2[C@@H:21]([S:23][CH2:24]/[CH:43]=[CH:44]\[C:45]([CH2:56][CH3:57])([O:48][Si:49]([CH2:52][CH3:53])([CH2:54][CH3:55])[CH2:50][CH3:51])[CH2:46][CH3:47])[CH3:22])[CH2:12][C@@H:11]([OH:40])[CH2:10]1)([C:4]([CH3:5])([CH3:6])[CH3:7])([CH3:2])[CH3:3]. The catalyst class is: 5. (2) Reactant: [CH3:1][O:2][C:3]1[CH:8]=[CH:7][CH:6]=[CH:5][C:4]=1[NH:9][C:10](=[O:24])[NH:11][C:12]1[CH:17]=[CH:16][C:15]([CH2:18][C:19]([O:21]CC)=[O:20])=[CH:14][CH:13]=1.[OH-].[Na+].Cl. Product: [CH3:1][O:2][C:3]1[CH:8]=[CH:7][CH:6]=[CH:5][C:4]=1[NH:9][C:10](=[O:24])[NH:11][C:12]1[CH:13]=[CH:14][C:15]([CH2:18][C:19]([OH:21])=[O:20])=[CH:16][CH:17]=1. The catalyst class is: 5. (3) Reactant: Cl[CH2:2][C:3]1[NH:4][C:5](=[O:18])[C:6]2[C:11]([CH3:12])=[C:10]([C:13]([O:15][CH2:16][CH3:17])=[O:14])[S:9][C:7]=2[N:8]=1.[C:19]([O:23][C:24]([N:26]1[CH2:31][CH2:30][NH:29][CH2:28][CH2:27]1)=[O:25])([CH3:22])([CH3:21])[CH3:20].C(O)CO.C(N(CC)CC)C. Product: [C:19]([O:23][C:24]([N:26]1[CH2:31][CH2:30][N:29]([CH2:2][C:3]2[NH:4][C:5](=[O:18])[C:6]3[C:11]([CH3:12])=[C:10]([C:13]([O:15][CH2:16][CH3:17])=[O:14])[S:9][C:7]=3[N:8]=2)[CH2:28][CH2:27]1)=[O:25])([CH3:22])([CH3:20])[CH3:21]. The catalyst class is: 6.